From a dataset of Reaction yield outcomes from USPTO patents with 853,638 reactions. Predict the reaction yield, written as a fraction of the theoretical maximum amount of product (1.0 means a 100% yield; for example, 0.34 means a 34% yield). The catalyst is C(Cl)Cl.C(O)C.C1C=CC([P]([Pd]([P](C2C=CC=CC=2)(C2C=CC=CC=2)C2C=CC=CC=2)([P](C2C=CC=CC=2)(C2C=CC=CC=2)C2C=CC=CC=2)[P](C2C=CC=CC=2)(C2C=CC=CC=2)C2C=CC=CC=2)(C2C=CC=CC=2)C2C=CC=CC=2)=CC=1.[Cu]I.C(OCC)(=O)C.O1CCCC1. The product is [CH2:25]([O:27][C:28]([C:30]1[C:39](=[O:40])[C:38]2[C:33](=[C:34]([C:24]#[C:23][CH2:22][C@@H:12]([NH:11][C:9]([O:8][CH2:1][C:2]3[CH:3]=[CH:4][CH:5]=[CH:6][CH:7]=3)=[O:10])[CH2:13][CH2:14][C:15]([O:17][C:18]([CH3:19])([CH3:20])[CH3:21])=[O:16])[C:35]([F:42])=[C:36]([F:41])[CH:37]=2)[N:32]([CH:51]2[CH2:52][CH2:53]2)[CH:31]=1)=[O:29])[CH3:26]. The reactants are [CH2:1]([O:8][C:9]([NH:11][C@H:12]([CH2:22][C:23]#[CH:24])[CH2:13][CH2:14][C:15]([O:17][C:18]([CH3:21])([CH3:20])[CH3:19])=[O:16])=[O:10])[C:2]1[CH:7]=[CH:6][CH:5]=[CH:4][CH:3]=1.[CH2:25]([O:27][C:28]([C:30]1[C:39](=[O:40])[C:38]2[C:33](=[C:34](OS(C(F)(F)F)(=O)=O)[C:35]([F:42])=[C:36]([F:41])[CH:37]=2)[N:32]([CH:51]2[CH2:53][CH2:52]2)[CH:31]=1)=[O:29])[CH3:26].C1(P(C2C=CC=CC=2)C2C=CC=CC=2)C=CC=CC=1.C(N(CC)C(C)C)(C)C. The yield is 0.800.